Dataset: Reaction yield outcomes from USPTO patents with 853,638 reactions. Task: Predict the reaction yield, written as a fraction of the theoretical maximum amount of product (1.0 means a 100% yield; for example, 0.34 means a 34% yield). (1) The reactants are [Cl-].O[NH3+:3].[C:4](=[O:7])([O-])[OH:5].[Na+].CS(C)=O.[CH2:13]([C:17]1[N:18]=[C:19]([CH3:56])[N:20]([C:39]2[CH:40]=[C:41]3[C:45](=[CH:46][CH:47]=2)[CH2:44][CH2:43][CH:42]3[O:48][Si:49]([C:52]([CH3:55])([CH3:54])[CH3:53])([CH3:51])[CH3:50])[C:21](=[O:38])[C:22]=1[CH2:23][C:24]1[CH:29]=[CH:28][C:27]([C:30]2[C:31]([C:36]#[N:37])=[CH:32][CH:33]=[CH:34][CH:35]=2)=[CH:26][CH:25]=1)[CH2:14][CH2:15][CH3:16]. The catalyst is O.C(OCC)(=O)C. The product is [CH2:13]([C:17]1[N:18]=[C:19]([CH3:56])[N:20]([C:39]2[CH:40]=[C:41]3[C:45](=[CH:46][CH:47]=2)[CH2:44][CH2:43][CH:42]3[O:48][Si:49]([C:52]([CH3:55])([CH3:54])[CH3:53])([CH3:51])[CH3:50])[C:21](=[O:38])[C:22]=1[CH2:23][C:24]1[CH:25]=[CH:26][C:27]([C:30]2[CH:35]=[CH:34][CH:33]=[CH:32][C:31]=2[C:36]2[NH:3][C:4](=[O:7])[O:5][N:37]=2)=[CH:28][CH:29]=1)[CH2:14][CH2:15][CH3:16]. The yield is 0.420. (2) The reactants are [CH3:1][C:2]1[CH:7]=[C:6]([CH3:8])[C:5]([S:9][CH2:10][C:11]([F:14])([F:13])[F:12])=[CH:4][C:3]=1[OH:15].ClC1C=CC=C(C(OO)=[O:24])C=1.S([O-])([O-])(=O)=S.[Na+].[Na+]. The catalyst is C(Cl)(Cl)Cl. The product is [CH3:1][C:2]1[CH:7]=[C:6]([CH3:8])[C:5]([S:9]([CH2:10][C:11]([F:14])([F:13])[F:12])=[O:24])=[CH:4][C:3]=1[OH:15]. The yield is 0.770. (3) The reactants are [CH2:1]([O:3][C:4]([C:6]1[O:7][C:8]2[CH:14]=[C:13]([O:15]CC3C=CC=CC=3)[CH:12]=[CH:11][C:9]=2[CH:10]=1)=[O:5])[CH3:2]. The catalyst is CCOC(C)=O.CCO.[Pd]. The product is [CH2:1]([O:3][C:4]([C:6]1[O:7][C:8]2[CH:14]=[C:13]([OH:15])[CH:12]=[CH:11][C:9]=2[CH:10]=1)=[O:5])[CH3:2]. The yield is 0.700. (4) The reactants are C[O:2][C:3]([C:5]1[C:6]([C:14]2[CH:19]=[CH:18][CH:17]=[CH:16][C:15]=2[N+:20]([O-:22])=[O:21])=[CH:7][CH:8]=[C:9]([C:11](=[S:13])[NH2:12])[CH:10]=1)=[O:4].Br[CH2:24][C:25]([C:27]1[CH:32]=[CH:31][C:30]([Cl:33])=[C:29]([Cl:34])[CH:28]=1)=O. No catalyst specified. The product is [Cl:34][C:29]1[CH:28]=[C:27]([C:25]2[N:12]=[C:11]([C:9]3[CH:10]=[C:5]([C:3]([OH:2])=[O:4])[C:6]([C:14]4[CH:19]=[CH:18][CH:17]=[CH:16][C:15]=4[N+:20]([O-:22])=[O:21])=[CH:7][CH:8]=3)[S:13][CH:24]=2)[CH:32]=[CH:31][C:30]=1[Cl:33]. The yield is 0.370.